The task is: Predict the product of the given reaction.. This data is from Forward reaction prediction with 1.9M reactions from USPTO patents (1976-2016). (1) Given the reactants [C:1]([O:5][C:6](=[O:14])[NH:7][CH:8]1[CH2:13][CH2:12][NH:11][CH2:10][CH2:9]1)([CH3:4])([CH3:3])[CH3:2].Cl[C:16]1[CH:21]=[CH:20][N:19]=[C:18]2[NH:22][C:23](=[O:25])[CH2:24][C:17]=12.C(N(CC)CC)C.C([OH:37])CCC, predict the reaction product. The product is: [C:1]([O:5][C:6](=[O:14])[NH:7][CH:8]1[CH2:13][CH2:12][N:11]([C:16]2[CH:21]=[CH:20][N:19]=[C:18]3[NH:22][C:23](=[O:25])[C:24](=[O:37])[C:17]=23)[CH2:10][CH2:9]1)([CH3:4])([CH3:2])[CH3:3]. (2) Given the reactants [CH3:1][N:2]1[CH:7]2[CH2:8][CH2:9][CH:3]1[C:4]([NH:16]C(=O)C)([C:10]1[CH:15]=[CH:14][CH:13]=[CH:12][CH:11]=1)[CH2:5][CH2:6]2.[OH-].[Na+], predict the reaction product. The product is: [CH3:1][N:2]1[CH:7]2[CH2:8][CH2:9][CH:3]1[C:4]([NH2:16])([C:10]1[CH:15]=[CH:14][CH:13]=[CH:12][CH:11]=1)[CH2:5][CH2:6]2. (3) The product is: [CH2:30]([O:29][C:18]1[C:19]([CH:26]([CH3:28])[CH3:27])=[CH:20][C:21]([CH:23]([CH3:24])[CH3:25])=[CH:22][C:17]=1[C:13]1[C:11]2[O:12][C:8]([C:6]([CH3:7])=[CH:5][C:4]([OH:33])=[O:3])=[CH:9][C:10]=2[CH:16]=[CH:15][CH:14]=1)[CH2:31][CH3:32]. Given the reactants C([O:3][C:4](=[O:33])[CH:5]=[C:6]([C:8]1[O:12][C:11]2[C:13]([C:17]3[CH:22]=[C:21]([CH:23]([CH3:25])[CH3:24])[CH:20]=[C:19]([CH:26]([CH3:28])[CH3:27])[C:18]=3[O:29][CH2:30][CH2:31][CH3:32])=[CH:14][CH:15]=[CH:16][C:10]=2[CH:9]=1)[CH3:7])C.C1COCC1.[Li+].[OH-], predict the reaction product. (4) Given the reactants [C:1]1([Mg]Br)[CH:6]=[CH:5][CH:4]=[CH:3][CH:2]=1.[NH:9]1[C:19]2[C:14](=[CH:15][CH:16]=[CH:17][CH:18]=2)[C:12](=[O:13])[C:10]1=[O:11], predict the reaction product. The product is: [OH:13][C:12]1([C:14]2[CH:19]=[CH:18][CH:17]=[CH:16][CH:15]=2)[C:6]2[C:1](=[CH:2][CH:3]=[CH:4][CH:5]=2)[NH:9][C:10]1=[O:11].